From a dataset of Catalyst prediction with 721,799 reactions and 888 catalyst types from USPTO. Predict which catalyst facilitates the given reaction. Reactant: [N:1]1[CH:6]=[C:5]([C:7]([O:9][CH2:10][CH2:11][NH:12][C:13](=[O:16])[CH:14]=[CH2:15])=[O:8])[CH:4]=[C:3]([C:17]([O:19][CH2:20][CH2:21][NH:22][C:23](=[O:26])[CH:24]=[CH2:25])=[O:18])[CH:2]=1.[CH3:27][I:28]. Product: [I-:28].[C:23]([NH:22][CH2:21][CH2:20][O:19][C:17]([C:3]1[CH:2]=[N+:1]([CH3:27])[CH:6]=[C:5]([C:7]([O:9][CH2:10][CH2:11][NH:12][C:13](=[O:16])[CH:14]=[CH2:15])=[O:8])[CH:4]=1)=[O:18])(=[O:26])[CH:24]=[CH2:25]. The catalyst class is: 3.